This data is from Full USPTO retrosynthesis dataset with 1.9M reactions from patents (1976-2016). The task is: Predict the reactants needed to synthesize the given product. (1) Given the product [F:1][C:2]1[CH:7]=[C:6]([I:8])[CH:5]=[CH:4][C:3]=1[NH:9][C:10]1[N:15]([CH3:16])[C:14](=[O:17])[C:13]2[CH:18]=[CH:19][O:20][C:12]=2[C:11]=1[C:21]([NH:23][O:24][CH2:25][CH2:26][OH:27])=[O:22], predict the reactants needed to synthesize it. The reactants are: [F:1][C:2]1[CH:7]=[C:6]([I:8])[CH:5]=[CH:4][C:3]=1[NH:9][C:10]1[N:15]([CH3:16])[C:14](=[O:17])[C:13]2[CH:18]=[CH:19][O:20][C:12]=2[C:11]=1[C:21]([NH:23][O:24][CH2:25][CH2:26][O:27]C=C)=[O:22].Cl. (2) The reactants are: Br[C:2]1[C:3]([NH:13][CH2:14][CH:15]=[CH2:16])=[CH:4][C:5]([Cl:12])=[N:6][C:7]=1[C:8]([O:10][CH3:11])=[O:9].C([O-])(=O)C.[Na+]. Given the product [Cl:12][C:5]1[N:6]=[C:7]([C:8]([O:10][CH3:11])=[O:9])[C:2]2[C:15]([CH3:16])=[CH:14][NH:13][C:3]=2[CH:4]=1, predict the reactants needed to synthesize it. (3) Given the product [CH:1]([C:4]1[CH:9]=[CH:8][C:7]([S:10]([C:13]2[CH:18]=[CH:17][CH:16]=[CH:15][CH:14]=2)(=[O:12])=[O:11])=[CH:6][C:5]=1[S:19]([NH:24][CH:25]1[CH2:30][CH2:29][N:28]([C:31]([C:33]2[C:42]3[C:37](=[CH:38][CH:39]=[CH:40][CH:41]=3)[CH:36]=[CH:35][CH:34]=2)=[O:32])[CH2:27][CH2:26]1)(=[O:21])=[O:20])([CH3:3])[CH3:2], predict the reactants needed to synthesize it. The reactants are: [CH:1]([C:4]1[CH:9]=[CH:8][C:7]([S:10]([C:13]2[CH:18]=[CH:17][CH:16]=[CH:15][CH:14]=2)(=[O:12])=[O:11])=[CH:6][C:5]=1[S:19](Cl)(=[O:21])=[O:20])([CH3:3])[CH3:2].Cl.[NH2:24][CH:25]1[CH2:30][CH2:29][N:28]([C:31]([C:33]2[C:42]3[C:37](=[CH:38][CH:39]=[CH:40][CH:41]=3)[CH:36]=[CH:35][CH:34]=2)=[O:32])[CH2:27][CH2:26]1.C(N(C(C)C)CC)(C)C. (4) Given the product [NH2:14][C:13]1[CH:15]=[CH:16][C:17]([C:2]2[CH:3]=[N:4][N:5]([CH3:9])[C:6]=2[CH2:7][OH:8])=[CH:18][C:12]=1[O:11][CH3:10], predict the reactants needed to synthesize it. The reactants are: Br[C:2]1[CH:3]=[N:4][N:5]([CH3:9])[C:6]=1[CH2:7][OH:8].[CH3:10][O:11][C:12]1[CH:18]=[C:17](B2OC(C)(C)C(C)(C)O2)[CH:16]=[CH:15][C:13]=1[NH2:14]. (5) Given the product [N+:1]([C:4]1[CH:5]=[C:6]([C:12]2[O:13][C:14]3[CH:20]=[CH:19][C:18]([C:23]4[O:22][C:26]5[CH:27]=[CH:28][CH:29]=[CH:30][C:25]=5[CH:24]=4)=[CH:17][C:15]=3[N:16]=2)[C:7]([O:10][CH3:11])=[CH:8][CH:9]=1)([O-:3])=[O:2], predict the reactants needed to synthesize it. The reactants are: [N+:1]([C:4]1[CH:5]=[C:6]([C:12]2[O:13][C:14]3[CH:20]=[CH:19][C:18](Br)=[CH:17][C:15]=3[N:16]=2)[C:7]([O:10][CH3:11])=[CH:8][CH:9]=1)([O-:3])=[O:2].[O:22]1[C:26]2[CH:27]=[CH:28][CH:29]=[CH:30][C:25]=2[CH:24]=[C:23]1B(O)O. (6) Given the product [Cl:33][CH2:32][CH2:31][CH2:30][CH2:29][CH2:28][CH2:12][CH2:11][C:10](=[O:17])[CH2:9][CH2:8][C:5]1[CH:4]=[CH:3][C:2]([Cl:1])=[CH:7][CH:6]=1, predict the reactants needed to synthesize it. The reactants are: [Cl:1][C:2]1[CH:7]=[CH:6][C:5]([CH2:8][CH2:9][C:10](=[O:17])[CH2:11][C:12](OCC)=O)=[CH:4][CH:3]=1.[I-].[Na+].CC(C)([O-])C.[K+].BrC[CH2:28][CH2:29][CH2:30][CH2:31][CH2:32][Cl:33].[OH-].[Na+].Cl. (7) Given the product [Br:1][C:2]1[CH:7]=[C:6]([CH2:8][C:17]([C:19]2[CH:24]=[CH:23][C:22]([F:25])=[CH:21][CH:20]=2)=[O:18])[CH:5]=[CH:4][N:3]=1, predict the reactants needed to synthesize it. The reactants are: [Br:1][C:2]1[CH:7]=[C:6]([CH3:8])[CH:5]=[CH:4][N:3]=1.ClC1C=C(C[C:17]([C:19]2[CH:24]=[CH:23][C:22]([F:25])=[CH:21][CH:20]=2)=[O:18])C=CN=1. (8) Given the product [F:14][C:12]1[C:11]([N+:15]([O-:17])=[O:16])=[CH:10][C:9]([O:18][CH3:19])=[C:8]([N:4]2[CH:5]=[N:6][C:2]([CH3:1])=[N:3]2)[CH:13]=1, predict the reactants needed to synthesize it. The reactants are: [CH3:1][C:2]1[N:6]=[CH:5][NH:4][N:3]=1.F[C:8]1[CH:13]=[C:12]([F:14])[C:11]([N+:15]([O-:17])=[O:16])=[CH:10][C:9]=1[O:18][CH3:19].C(=O)([O-])[O-].[K+].[K+].O. (9) Given the product [ClH:26].[C:1]1([C@@H:7]2[CH2:9][C@H:8]2[NH:10][CH2:11][CH2:12][CH:13]2[CH2:18][CH2:17][NH:16][CH2:15][CH2:14]2)[CH:2]=[CH:3][CH:4]=[CH:5][CH:6]=1, predict the reactants needed to synthesize it. The reactants are: [C:1]1([C@@H:7]2[CH2:9][C@H:8]2[NH:10][CH2:11][CH2:12][CH:13]2[CH2:18][CH2:17][N:16](C(OC(C)(C)C)=O)[CH2:15][CH2:14]2)[CH:6]=[CH:5][CH:4]=[CH:3][CH:2]=1.[ClH:26].O1CCOCC1. (10) Given the product [CH3:1][N:2]([CH3:16])[S:3]([C:6]1[CH:7]=[C:8]2[C:12](=[CH:13][CH:14]=1)[NH:11][C:10](=[O:15])/[C:9]/2=[CH:27]\[C:23]1[NH:24][C:25]([CH3:26])=[C:21]([S:18]([CH3:17])(=[O:20])=[O:19])[C:22]=1[C:29]1[CH:34]=[CH:33][CH:32]=[CH:31][CH:30]=1)(=[O:5])=[O:4], predict the reactants needed to synthesize it. The reactants are: [CH3:1][N:2]([CH3:16])[S:3]([C:6]1[CH:7]=[C:8]2[C:12](=[CH:13][CH:14]=1)[NH:11][C:10](=[O:15])[CH2:9]2)(=[O:5])=[O:4].[CH3:17][S:18]([C:21]1[C:22]([C:29]2[CH:34]=[CH:33][CH:32]=[CH:31][CH:30]=2)=[C:23]([CH:27]=O)[NH:24][C:25]=1[CH3:26])(=[O:20])=[O:19].CC1(C)C(C)(C)OB(C2C=CC=C3C=2C=CN3)O1.N1CCCCC1.